Dataset: Forward reaction prediction with 1.9M reactions from USPTO patents (1976-2016). Task: Predict the product of the given reaction. (1) Given the reactants [Si](Cl)(C)(C)C.CC(OC)(OC)OC.[F:14][C:15]1[CH:16]=[C:17]([C@H:21]([OH:24])[CH2:22]O)[CH:18]=[CH:19][CH:20]=1.C(=O)([O-])[O-].[K+].[K+], predict the reaction product. The product is: [F:14][C:15]1[CH:16]=[C:17]([C@H:21]2[CH2:22][O:24]2)[CH:18]=[CH:19][CH:20]=1. (2) The product is: [N:46]1[CH:47]=[CH:48][C:49]([CH2:52][N:53]2[CH:57]=[C:56]([C:58]3[C:66]4[C:61](=[N:62][CH:63]=[C:64]([C:67]5[CH:68]=[CH:69][C:70]([CH:73]6[CH2:74][CH2:75][N:76]([C:79]([O:81][C:82]([CH3:85])([CH3:84])[CH3:83])=[O:80])[CH2:77][CH2:78]6)=[CH:71][CH:72]=5)[CH:65]=4)[NH:60][CH:59]=3)[CH:55]=[N:54]2)=[CH:50][CH:51]=1. Given the reactants Cl.FC1C=C(C=CC=1)CN1C=C(C2C3C(=NC=C(C4C=CC(C5CCNCC5)=CC=4)C=3)N(S(C3C=CC(C)=CC=3)(=O)=O)C=2)C=N1.[N:46]1[CH:51]=[CH:50][C:49]([CH2:52][N:53]2[CH:57]=[C:56]([C:58]3[C:66]4[C:61](=[N:62][CH:63]=[C:64]([C:67]5[CH:72]=[CH:71][C:70]([CH:73]6[CH2:78][CH2:77][N:76]([C:79]([O:81][C:82]([CH3:85])([CH3:84])[CH3:83])=[O:80])[CH2:75][CH2:74]6)=[CH:69][CH:68]=5)[CH:65]=4)[N:60](S(C4C=CC(C)=CC=4)(=O)=O)[CH:59]=3)[CH:55]=[N:54]2)=[CH:48][CH:47]=1.[OH-].[Li+], predict the reaction product. (3) Given the reactants [NH2:1][C:2]1[N:7]=[N:6][C:5]([C:8]2[C:9]([F:19])=[C:10]([OH:18])[C:11]([CH:14]3[CH2:17][CH2:16][CH2:15]3)=[CH:12][CH:13]=2)=[CH:4][CH:3]=1.Cl[C:21]1[N:26]=[CH:25][CH:24]=[CH:23][N:22]=1, predict the reaction product. The product is: [CH:14]1([C:11]2[CH:12]=[CH:13][C:8]([C:5]3[N:6]=[N:7][C:2]([NH2:1])=[CH:3][CH:4]=3)=[C:9]([F:19])[C:10]=2[O:18][C:21]2[N:26]=[CH:25][CH:24]=[CH:23][N:22]=2)[CH2:15][CH2:16][CH2:17]1. (4) Given the reactants [OH:1][C:2]1[CH:7]=[CH:6][N:5]=[CH:4][CH:3]=1.[CH2:8]([O:10][C:11](=[O:20])[CH:12](Br)[C:13]1[CH:14]=[N:15][CH:16]=[CH:17][CH:18]=1)[CH3:9], predict the reaction product. The product is: [CH2:8]([O:10][C:11](=[O:20])[CH:12]([C:13]1[CH:14]=[N:15][CH:16]=[CH:17][CH:18]=1)[O:1][C:2]1[CH:7]=[CH:6][N:5]=[CH:4][CH:3]=1)[CH3:9]. (5) Given the reactants [Cl:1][S:2]([OH:5])(=O)=[O:3].[F:6][C:7]([F:23])([F:22])[C:8]([N:10]1[CH2:15][CH2:14][CH:13]([C:16]2[CH:21]=[CH:20][CH:19]=[CH:18][CH:17]=2)[CH2:12][CH2:11]1)=[O:9], predict the reaction product. The product is: [F:23][C:7]([F:6])([F:22])[C:8]([N:10]1[CH2:15][CH2:14][CH:13]([C:16]2[CH:21]=[CH:20][C:19]([S:2]([Cl:1])(=[O:5])=[O:3])=[CH:18][CH:17]=2)[CH2:12][CH2:11]1)=[O:9]. (6) Given the reactants Br[CH2:2][C:3]1[C:12]([O:13][C:14]2[CH:19]=[CH:18][C:17]([N+:20]([O-:22])=[O:21])=[CH:16][C:15]=2[Cl:23])=[CH:11][CH:10]=[CH:9][C:4]=1[C:5]([O:7]C)=O.[C:24]([NH2:28])([CH3:27])([CH3:26])[CH3:25].C(=O)([O-])[O-].[K+].[K+].C(#N)C, predict the reaction product. The product is: [C:24]([N:28]1[CH2:2][C:3]2[C:4](=[CH:9][CH:10]=[CH:11][C:12]=2[O:13][C:14]2[CH:19]=[CH:18][C:17]([N+:20]([O-:22])=[O:21])=[CH:16][C:15]=2[Cl:23])[C:5]1=[O:7])([CH3:27])([CH3:26])[CH3:25]. (7) Given the reactants C(OC([NH:8][C:9]([CH3:44])([C:11]([O:13][C@@H:14]([CH3:43])[CH2:15][O:16][C:17]1[CH:22]=[CH:21][C:20]([C:23]([F:26])([F:25])[F:24])=[CH:19][C:18]=1[C:27](/[N:29]=[C:30]1\[S:31][C:32]2[CH:37]=[CH:36][N:35]=[CH:34][C:33]=2[N:38]\1[CH2:39][CH2:40][CH2:41][CH3:42])=[O:28])=[O:12])[CH3:10])=O)(C)(C)C.FC(F)(F)C(O)=O.C(=O)(O)[O-].[Na+], predict the reaction product. The product is: [CH3:44][C:9]([C:11]([O:13][C@@H:14]([CH3:43])[CH2:15][O:16][C:17]1[CH:22]=[CH:21][C:20]([C:23]([F:26])([F:25])[F:24])=[CH:19][C:18]=1[C:27](/[N:29]=[C:30]1\[S:31][C:32]2[CH:37]=[CH:36][N:35]=[CH:34][C:33]=2[N:38]\1[CH2:39][CH2:40][CH2:41][CH3:42])=[O:28])=[O:12])([CH3:10])[NH2:8]. (8) Given the reactants [CH3:1][C:2]1[CH:3]=[CH:4][N:5]2[C:10]=1[C:9](=[O:11])[N:8]([C:12]1[CH:17]=[CH:16][CH:15]=[CH:14][CH:13]=1)[C:7]([C@@H:18]([NH:20]C(=O)OC(C)(C)C)[CH3:19])=[N:6]2.FC(F)(F)C(O)=O, predict the reaction product. The product is: [NH2:20][C@H:18]([C:7]1[N:8]([C:12]2[CH:17]=[CH:16][CH:15]=[CH:14][CH:13]=2)[C:9](=[O:11])[C:10]2=[C:2]([CH3:1])[CH:3]=[CH:4][N:5]2[N:6]=1)[CH3:19]. (9) The product is: [CH:29]1([C:35]([N:25]2[CH2:24][CH2:23][CH:22]([N:21]([CH3:28])[C:19](=[O:20])[CH2:18][O:17][C:4]3[N:3]=[C:2]([CH3:1])[C:7]([NH:8][C:9](=[O:15])[O:10][C:11]([CH3:14])([CH3:12])[CH3:13])=[C:6]([CH3:16])[N:5]=3)[CH2:27][CH2:26]2)=[O:36])[CH2:34][CH2:33][CH2:32][CH2:31][CH2:30]1. Given the reactants [CH3:1][C:2]1[C:7]([NH:8][C:9](=[O:15])[O:10][C:11]([CH3:14])([CH3:13])[CH3:12])=[C:6]([CH3:16])[N:5]=[C:4]([O:17][CH2:18][C:19]([N:21]([CH3:28])[CH:22]2[CH2:27][CH2:26][NH:25][CH2:24][CH2:23]2)=[O:20])[N:3]=1.[CH:29]1([C:35](Cl)=[O:36])[CH2:34][CH2:33][CH2:32][CH2:31][CH2:30]1, predict the reaction product. (10) Given the reactants [Cl:1][C:2]1[CH:38]=[CH:37][CH:36]=[C:35]([C:39]([F:42])([F:41])[F:40])[C:3]=1[C:4]([N:6]1[C:14]2[C:9](=[CH:10][CH:11]=[C:12]([C:15]#[C:16][CH2:17][O:18]C3CCCCO3)[CH:13]=2)[C:8]([C:25]2[CH:34]=[CH:33][C:28]([C:29]([O:31][CH3:32])=[O:30])=[CH:27][CH:26]=2)=[N:7]1)=[O:5].CC1C=CC(S(O)(=O)=O)=CC=1, predict the reaction product. The product is: [Cl:1][C:2]1[CH:38]=[CH:37][CH:36]=[C:35]([C:39]([F:41])([F:40])[F:42])[C:3]=1[C:4]([N:6]1[C:14]2[C:9](=[CH:10][CH:11]=[C:12]([C:15]#[C:16][CH2:17][OH:18])[CH:13]=2)[C:8]([C:25]2[CH:34]=[CH:33][C:28]([C:29]([O:31][CH3:32])=[O:30])=[CH:27][CH:26]=2)=[N:7]1)=[O:5].